From a dataset of Experimentally validated miRNA-target interactions with 360,000+ pairs, plus equal number of negative samples. Binary Classification. Given a miRNA mature sequence and a target amino acid sequence, predict their likelihood of interaction. (1) The miRNA is hsa-miR-30a-3p with sequence CUUUCAGUCGGAUGUUUGCAGC. The protein sequence of the target gene is MMPMFLTVYLSNNEQHFTEVPVTPETICRDVVDLCKEPGESDCHLAEVWCGSERPVADNERMFDVLQRFGSQRNEVRFFLRHERPPGRDIVSGPRSQDPSLKRNGVKVPGEYRRKENGVNSPRMDLTLAELQEMASRQQQQIEAQQQLLATKEQRLKFLKQQDQRQQQQVAEQEKLKRLKEIAENQEAKLKKVRALKGHVEQKRLSNGKLVEEIEQMNNLFQQKQRELVLAVSKVEELTRQLEMLKNGRIDSHHDNQSAVAELDRLYKELQLRNKLNQEQNAKLQQQRECLNKRNSEVAV.... Result: 0 (no interaction). (2) The miRNA is hsa-miR-6875-3p with sequence AUUCUUCCUGCCCUGGCUCCAU. The protein sequence of the target gene is MAGAAAAVAAGAAAGAAAAAVSVAAPGRASAPPPPPPVYCVCRQPYDVNRFMIECDICKDWFHGSCVGVEEHHAVDIDLYHCPNCAVLHGSSLMKKRRNWHRHDYTEIDDGSKPVQAGTRTFIKELRSRVFPSADEIIIKMHGSQLTQRYLEKHGFDVPIMVPKLDDLGLRLPSPTFSVMDVERYVGGDKVIDVIDVARQADSKMTLHNYVKYFMNPNRPKVLNVISLEFSDTKMSELVEVPDIAKKLSWVENYWPDDSVFPKPFVQKYCLMGVQDSYTDFHIDFGGTSVWYHVLWGEKI.... Result: 1 (interaction).